Predict which catalyst facilitates the given reaction. From a dataset of Catalyst prediction with 721,799 reactions and 888 catalyst types from USPTO. (1) Reactant: O[Li].O.[CH:4]1[C:9]([C:10]2[CH:11]=[CH:12][C:13]([F:17])=[CH:14][C:15]=2[F:16])=[CH:8][C:7]([C:18]([OH:20])=[O:19])=[C:6]([OH:21])[CH:5]=1.[CH2:22]1COCC1.Cl. Product: [F:16][C:15]1[CH:14]=[C:13]([F:17])[CH:12]=[CH:11][C:10]=1[C:9]1[CH:4]=[CH:5][C:6]([O:21][CH3:22])=[C:7]([C:18]([OH:20])=[O:19])[CH:8]=1. The catalyst class is: 24. (2) Reactant: [F:1][C:2]1[CH:7]=[CH:6][CH:5]=[C:4]([O:8]C)[C:3]=1[N+:10]([O-:12])=[O:11].B(Br)(Br)Br. Product: [F:1][C:2]1[C:3]([N+:10]([O-:12])=[O:11])=[C:4]([OH:8])[CH:5]=[CH:6][CH:7]=1. The catalyst class is: 4. (3) Reactant: [CH3:1][CH:2]1[O:7][CH:6]([CH3:8])[CH2:5][NH:4][CH2:3]1.C(N(C(C)C)CC)(C)C.[ClH:18].[N:19]1(C(=N)N)[CH:23]=[N:22]C=N1. Product: [ClH:18].[CH3:8][CH:6]1[O:7][CH:2]([CH3:1])[CH2:3][N:4]([C:23](=[NH:19])[NH2:22])[CH2:5]1. The catalyst class is: 869. (4) The catalyst class is: 4. Product: [CH2:19]1[C:27]2[C:22](=[CH:23][CH:24]=[CH:25][CH:26]=2)[CH2:21][CH:20]1[NH:28][C:29]1[N:30]=[CH:31][C:32]2[CH2:38][N:37]([C:1]([O:18][CH2:13][CH2:14][CH2:15][C:16]#[CH:17])=[O:2])[CH2:36][CH2:35][C:33]=2[N:34]=1. Reactant: [C:1](N1C=CN=C1)(N1C=CN=C1)=[O:2].[CH2:13]([OH:18])[CH2:14][CH2:15][C:16]#[CH:17].[CH2:19]1[C:27]2[C:22](=[CH:23][CH:24]=[CH:25][CH:26]=2)[CH2:21][CH:20]1[NH:28][C:29]1[N:30]=[CH:31][C:32]2[CH2:38][NH:37][CH2:36][CH2:35][C:33]=2[N:34]=1.N1C=CC(N)=CC=1.C(N(CC)CC)C. (5) Reactant: [Cl:1][C:2]1[CH:3]=[C:4]2[C:9](=[C:10]([Cl:12])[CH:11]=1)[CH2:8][N:7]([CH3:13])[CH2:6][C@H:5]2[C:14]1[CH:19]=[CH:18][CH:17]=[CH:16][C:15]=1[NH2:20].[C:21]1(=[O:26])[O:25][CH2:24][CH2:23][CH2:22]1.C[Si](C)(C)[N-][Si](C)(C)C.[Na+]. Product: [Cl:1][C:2]1[CH:3]=[C:4]2[C:9](=[C:10]([Cl:12])[CH:11]=1)[CH2:8][N:7]([CH3:13])[CH2:6][C@H:5]2[C:14]1[CH:19]=[CH:18][CH:17]=[CH:16][C:15]=1[NH:20][C:24](=[O:25])[CH2:23][CH2:22][CH2:21][OH:26]. The catalyst class is: 1. (6) Reactant: C([NH:4][C:5]1[C:6]2[C:13](Br)=[CH:12][N:11]([C@@H:15]3[O:27][C@H:26]([CH2:28][O:29]C(=O)C)[C@@H:21]([O:22]C(=O)C)[C@@:16]3([CH3:33])[O:17]C(=O)C)[C:7]=2[N:8]=[CH:9][N:10]=1)(=O)C.C([Li])CCC.C1C=CC(S(N(S(C2C=CC=CC=2)(=O)=O)[F:49])(=O)=O)=CC=1.[Cl-].[NH4+]. Product: [NH2:4][C:5]1[C:6]2[C:13]([F:49])=[CH:12][N:11]([C@@H:15]3[O:27][C@H:26]([CH2:28][OH:29])[C@@H:21]([OH:22])[C@@:16]3([CH3:33])[OH:17])[C:7]=2[N:8]=[CH:9][N:10]=1. The catalyst class is: 266. (7) Product: [Cl:1][C:2]1[CH:32]=[CH:31][C:5]([O:6][CH2:7][CH2:8][C:9]([N:17]=[C:18]([C:25]2[CH:30]=[CH:29][CH:28]=[CH:27][CH:26]=2)[C:19]2[CH:24]=[CH:23][CH:22]=[CH:21][CH:20]=2)([CH2:44][CH2:45][CH2:46][CH2:47][B:48]2[O:52][C:51]([CH3:54])([CH3:53])[C:50]([CH3:55])([CH3:56])[O:49]2)[C:10]([O:12][C:13]([CH3:16])([CH3:15])[CH3:14])=[O:11])=[CH:4][CH:3]=1. Reactant: [Cl:1][C:2]1[CH:32]=[CH:31][C:5]([O:6][CH2:7][CH2:8][CH:9]([N:17]=[C:18]([C:25]2[CH:30]=[CH:29][CH:28]=[CH:27][CH:26]=2)[C:19]2[CH:24]=[CH:23][CH:22]=[CH:21][CH:20]=2)[C:10]([O:12][C:13]([CH3:16])([CH3:15])[CH3:14])=[O:11])=[CH:4][CH:3]=1.C[Si]([N-][Si](C)(C)C)(C)C.[Na+].I[CH2:44][CH2:45][CH2:46][CH2:47][B:48]1[O:52][C:51]([CH3:54])([CH3:53])[C:50]([CH3:56])([CH3:55])[O:49]1.O. The catalyst class is: 7.